From a dataset of Catalyst prediction with 721,799 reactions and 888 catalyst types from USPTO. Predict which catalyst facilitates the given reaction. (1) Reactant: [C:1]1([C:7]([OH:9])=[O:8])([C:4](O)=[O:5])[CH2:3][CH2:2]1.C(N(CC)CC)C.S(Cl)(Cl)=O.[F:21][C:22]1[CH:28]=[CH:27][C:25]([NH2:26])=[C:24]([CH3:29])[CH:23]=1.[OH-].[Na+]. Product: [F:21][C:22]1[CH:28]=[CH:27][C:25]([NH:26][C:4]([C:1]2([C:7]([OH:9])=[O:8])[CH2:3][CH2:2]2)=[O:5])=[C:24]([CH3:29])[CH:23]=1. The catalyst class is: 7. (2) Reactant: C([SiH](CC)CC)C.B(F)(F)F.CCOCC.[Br:17][C:18]1[CH:19]=[C:20]([CH:24](O)[CH2:25][CH3:26])[CH:21]=[CH:22][CH:23]=1.O. Product: [Br:17][C:18]1[CH:23]=[CH:22][CH:21]=[C:20]([CH2:24][CH2:25][CH3:26])[CH:19]=1. The catalyst class is: 4. (3) Reactant: [NH2:1][C:2]1[CH:3]=[CH:4][C:5]([C:8]2[CH:13]=[CH:12][C:11]([C:14]34[CH2:21][CH2:20][C:17]([CH2:22][C:23]([O:25][CH2:26][C:27]5[CH:32]=[CH:31][CH:30]=[CH:29][CH:28]=5)=[O:24])([CH2:18][CH2:19]3)[O:16][CH2:15]4)=[CH:10][CH:9]=2)=[N:6][CH:7]=1.[C:33](N1C=CC=CC1=O)(N1C=CC=CC1=O)=S.[NH2:49][CH2:50][C:51](=[O:56])[C:52]([CH3:55])([CH3:54])[CH3:53].CCN(C(C)C)C(C)C.CCN=C=NCCCN(C)C.Cl. Product: [C:52]([C:51]1[O:56][C:33]([NH:1][C:2]2[CH:3]=[CH:4][C:5]([C:8]3[CH:9]=[CH:10][C:11]([C:14]45[CH2:21][CH2:20][C:17]([CH2:22][C:23]([O:25][CH2:26][C:27]6[CH:28]=[CH:29][CH:30]=[CH:31][CH:32]=6)=[O:24])([CH2:18][CH2:19]4)[O:16][CH2:15]5)=[CH:12][CH:13]=3)=[N:6][CH:7]=2)=[N:49][CH:50]=1)([CH3:55])([CH3:54])[CH3:53]. The catalyst class is: 2. (4) The catalyst class is: 6. Product: [Cl:1][C:2]1[CH:7]=[CH:6][CH:5]=[C:4]2[C:3]=1[C:8](=[O:15])[CH:9]([CH2:10][C:11]([CH3:12])([CH3:14])[CH3:13])[CH2:16]2. Reactant: [Cl:1][C:2]1[CH:7]=[CH:6][CH:5]=[CH:4][C:3]=1[C:8](=[O:15])[CH2:9][CH2:10][C:11]([CH3:14])([CH3:13])[CH3:12].[CH2:16]1N2CN3CN(C2)CN1C3.C(OC(=O)C)(=O)C.[OH-].[Na+]. (5) Reactant: [Br:1][C:2]1[N:7]=[CH:6][C:5]2[C:8](I)=[N:9][N:10]([CH:11]([CH3:13])[CH3:12])[C:4]=2[CH:3]=1.[CH3:15][N:16]1[CH2:20][CH2:19][NH:18][C:17]1=[O:21].C1(P(C2C=CC=CC=2)C2C3OC4C(=CC=CC=4P(C4C=CC=CC=4)C4C=CC=CC=4)C(C)(C)C=3C=CC=2)C=CC=CC=1.C(=O)([O-])[O-].[Cs+].[Cs+]. Product: [Br:1][C:2]1[N:7]=[CH:6][C:5]2[C:8]([N:18]3[CH2:19][CH2:20][N:16]([CH3:15])[C:17]3=[O:21])=[N:9][N:10]([CH:11]([CH3:13])[CH3:12])[C:4]=2[CH:3]=1. The catalyst class is: 62. (6) Reactant: [CH3:1][N:2]1[C:6]([C:7]2[CH:8]=[C:9]([C:13]([OH:15])=O)[O:10][C:11]=2[CH3:12])=[C:5]([CH3:16])[CH:4]=[N:3]1.[NH2:17][C@@H:18]([CH2:31][C:32]1[CH:37]=[CH:36][CH:35]=[CH:34][C:33]=1[C:38]([F:41])([F:40])[F:39])[CH2:19][N:20]1[C:28](=[O:29])[C:27]2[C:22](=[CH:23][CH:24]=[CH:25][CH:26]=2)[C:21]1=[O:30].C(N(CC)C(C)C)(C)C.F[P-](F)(F)(F)(F)F.Br[P+](N1CCCC1)(N1CCCC1)N1CCCC1. Product: [CH3:1][N:2]1[C:6]([C:7]2[CH:8]=[C:9]([C:13]([NH:17][C@@H:18]([CH2:31][C:32]3[CH:37]=[CH:36][CH:35]=[CH:34][C:33]=3[C:38]([F:41])([F:39])[F:40])[CH2:19][N:20]3[C:28](=[O:29])[C:27]4[C:22](=[CH:23][CH:24]=[CH:25][CH:26]=4)[C:21]3=[O:30])=[O:15])[O:10][C:11]=2[CH3:12])=[C:5]([CH3:16])[CH:4]=[N:3]1. The catalyst class is: 4. (7) Reactant: C(OC([N:11]1[CH2:18][C@@H:17]2[C@@:13]([NH:20][C:21]([O:23][C:24]([CH3:27])([CH3:26])[CH3:25])=[O:22])([CH2:14][CH2:15][C@H:16]2[F:19])[CH2:12]1)=O)C1C=CC=CC=1.[H][H]. The catalyst class is: 129. Product: [C:24]([O:23][C:21]([NH:20][C@@:13]12[CH2:14][CH2:15][C@@H:16]([F:19])[C@@H:17]1[CH2:18][NH:11][CH2:12]2)=[O:22])([CH3:27])([CH3:25])[CH3:26]. (8) Reactant: Cl.[CH2:2]([N:9]([CH2:13][CH2:14]Cl)[CH2:10][CH2:11]Cl)[C:3]1[CH:8]=[CH:7][CH:6]=[CH:5][CH:4]=1.[C:16]([N:23]1[CH2:27][CH2:26][CH:25]([NH2:28])[CH2:24]1)([O:18][C:19]([CH3:22])([CH3:21])[CH3:20])=[O:17].C(=O)(O)[O-].[Na+]. Product: [CH2:2]([N:9]1[CH2:13][CH2:14][N:28]([CH:25]2[CH2:26][CH2:27][N:23]([C:16]([O:18][C:19]([CH3:22])([CH3:21])[CH3:20])=[O:17])[CH2:24]2)[CH2:11][CH2:10]1)[C:3]1[CH:8]=[CH:7][CH:6]=[CH:5][CH:4]=1. The catalyst class is: 8. (9) Reactant: [CH3:1][N:2]1[CH2:7][CH2:6][N:5]([C:8]2[CH:13]=[CH:12][C:11]([N+:14]([O-])=O)=[CH:10][N:9]=2)[CH2:4][CH2:3]1. Product: [CH3:1][N:2]1[CH2:7][CH2:6][N:5]([C:8]2[N:9]=[CH:10][C:11]([NH2:14])=[CH:12][CH:13]=2)[CH2:4][CH2:3]1. The catalyst class is: 256.